From a dataset of hERG potassium channel inhibition data for cardiac toxicity prediction from Karim et al.. Regression/Classification. Given a drug SMILES string, predict its toxicity properties. Task type varies by dataset: regression for continuous values (e.g., LD50, hERG inhibition percentage) or binary classification for toxic/non-toxic outcomes (e.g., AMES mutagenicity, cardiotoxicity, hepatotoxicity). Dataset: herg_karim. (1) The drug is O=C(NCc1ccc(OC(F)(F)F)cc1)C1c2ccccc2C(=O)N1CCc1ccncc1. The result is 1 (blocker). (2) The result is 1 (blocker). The drug is COc1cc(C2CCNCC2)ccc1Nc1ncc(Cl)c(-c2cnc3ccccn23)n1.